Dataset: Full USPTO retrosynthesis dataset with 1.9M reactions from patents (1976-2016). Task: Predict the reactants needed to synthesize the given product. (1) Given the product [Br:1][C:2]1[CH:3]=[C:4]([S:9][CH:11]([CH3:17])[C:12]([O:14][CH2:15][CH3:16])=[O:13])[CH:5]=[C:6]([Cl:8])[CH:7]=1, predict the reactants needed to synthesize it. The reactants are: [Br:1][C:2]1[CH:3]=[C:4]([SH:9])[CH:5]=[C:6]([Cl:8])[CH:7]=1.Br[CH:11]([CH3:17])[C:12]([O:14][CH2:15][CH3:16])=[O:13].C(=O)([O-])[O-].[K+].[K+].CC(C)=O. (2) Given the product [CH3:1][O:2][C:3]1[CH:4]=[C:5]([NH:15][C:17]2[N:22]=[C:21]([O:23][CH3:24])[N:20]=[C:19]([CH3:25])[N:18]=2)[CH:6]=[CH:7][C:8]=1[N:9]1[CH:13]=[C:12]([CH3:14])[N:11]=[CH:10]1, predict the reactants needed to synthesize it. The reactants are: [CH3:1][O:2][C:3]1[CH:4]=[C:5]([NH2:15])[CH:6]=[CH:7][C:8]=1[N:9]1[CH:13]=[C:12]([CH3:14])[N:11]=[CH:10]1.Cl[C:17]1[N:22]=[C:21]([O:23][CH3:24])[N:20]=[C:19]([CH3:25])[N:18]=1. (3) Given the product [OH:2][C@H:3]1[CH2:8][CH2:7][C@H:6]([N:9]2[CH2:13][CH2:12][C:11]3([CH2:18][CH2:17][CH2:16][N:15]([C:21]4[CH:26]=[CH:25][C:24]([C:27]([F:30])([F:29])[F:28])=[CH:23][CH:22]=4)[CH2:14]3)[C:10]2=[O:19])[CH2:5][CH2:4]1, predict the reactants needed to synthesize it. The reactants are: Cl.[OH:2][C@H:3]1[CH2:8][CH2:7][C@H:6]([N:9]2[CH2:13][CH2:12][C:11]3([CH2:18][CH2:17][CH2:16][NH:15][CH2:14]3)[C:10]2=[O:19])[CH2:5][CH2:4]1.Br[C:21]1[CH:26]=[CH:25][C:24]([C:27]([F:30])([F:29])[F:28])=[CH:23][CH:22]=1.CC(C)([O-])C.[Na+].C(P(C(C)(C)C)C1C=CC=CC=1C1C=CC=CC=1)(C)(C)C.O1CCOCC1.